From a dataset of Forward reaction prediction with 1.9M reactions from USPTO patents (1976-2016). Predict the product of the given reaction. (1) Given the reactants [Cl:1][C:2]1[CH:27]=[CH:26][C:5]2[NH:6][C:7]([S:9][C:10]3[CH:11]=[CH:12][C:13]([N+:23]([O-])=O)=[C:14]4[C:18]=3[NH:17][CH:16]=[C:15]4[S:19]([CH3:22])(=[O:21])=[O:20])=[N:8][C:4]=2[CH:3]=1.[Sn](Cl)Cl, predict the reaction product. The product is: [Cl:1][C:2]1[CH:27]=[CH:26][C:5]2[NH:6][C:7]([S:9][C:10]3[C:18]4[NH:17][CH:16]=[C:15]([S:19]([CH3:22])(=[O:20])=[O:21])[C:14]=4[C:13]([NH2:23])=[CH:12][CH:11]=3)=[N:8][C:4]=2[CH:3]=1. (2) Given the reactants [C:1]([O:5][C:6]([N:8]1[CH2:12][CH2:11][CH2:10][C@H:9]1[CH2:13][NH2:14])=[O:7])([CH3:4])([CH3:3])[CH3:2].Cl[C:16]1[N:21]=[CH:20][C:19]([Cl:22])=[CH:18][N:17]=1.C(=O)([O-])[O-].[K+].[K+].C(N(C(C)C)CC)(C)C, predict the reaction product. The product is: [C:1]([O:5][C:6]([N:8]1[CH2:12][CH2:11][CH2:10][C@H:9]1[CH2:13][NH:14][C:16]1[N:21]=[CH:20][C:19]([Cl:22])=[CH:18][N:17]=1)=[O:7])([CH3:4])([CH3:3])[CH3:2]. (3) Given the reactants [F:1][C:2]1[CH:7]=[CH:6][C:5]([NH:8][C:9]([CH:11]2[CH:16]3[CH:14]([CH2:15]3)[NH:13][CH2:12]2)=[O:10])=[CH:4][C:3]=1[CH3:17].OC1C=CC=CC=1[O:25][S:26](=O)(=[O:31])[NH:27][CH:28]([CH3:30])[CH3:29].C(N(CC)CC)C, predict the reaction product. The product is: [F:1][C:2]1[CH:7]=[CH:6][C:5]([NH:8][C:9]([CH:11]2[CH:16]3[CH:14]([CH2:15]3)[N:13]([S:26](=[O:31])(=[O:25])[NH:27][CH:28]([CH3:30])[CH3:29])[CH2:12]2)=[O:10])=[CH:4][C:3]=1[CH3:17].